Dataset: Reaction yield outcomes from USPTO patents with 853,638 reactions. Task: Predict the reaction yield, written as a fraction of the theoretical maximum amount of product (1.0 means a 100% yield; for example, 0.34 means a 34% yield). (1) The reactants are C[O:2][C:3]([C@H:5]1[CH2:10][CH2:9][C@H:8]([O:11][C:12]2[CH:17]=[CH:16][CH:15]=[C:14]([Cl:18])[CH:13]=2)[CH2:7][CH2:6]1)=O.O.[NH2:20][NH2:21]. No catalyst specified. The product is [Cl:18][C:14]1[CH:13]=[C:12]([CH:17]=[CH:16][CH:15]=1)[O:11][C@H:8]1[CH2:9][CH2:10][C@H:5]([C:3]([NH:20][NH2:21])=[O:2])[CH2:6][CH2:7]1. The yield is 0.860. (2) The reactants are [F:1][C:2]([F:27])([F:26])[C:3]1[CH:4]=[C:5]([NH:9][C:10]([C:12]2[CH:13]=[C:14]3[C:19](=[CH:20][CH:21]=2)[C:18]([N:22]([CH3:24])[CH3:23])=[N:17][N:16]=[C:15]3I)=[O:11])[CH:6]=[CH:7][CH:8]=1.[C:28]([Cu])#[N:29]. The catalyst is N1C=CC=CC=1. The product is [F:1][C:2]([F:27])([F:26])[C:3]1[CH:4]=[C:5]([NH:9][C:10]([C:12]2[CH:13]=[C:14]3[C:19](=[CH:20][CH:21]=2)[C:18]([N:22]([CH3:24])[CH3:23])=[N:17][N:16]=[C:15]3[C:28]#[N:29])=[O:11])[CH:6]=[CH:7][CH:8]=1. The yield is 0.442. (3) The reactants are [CH2:1]([C:3]1[C:4](O)=[N:5][C:6]([CH3:11])=[C:7]([CH:10]=1)[C:8]#[N:9])[CH3:2].P(Br)(Br)([Br:15])=O.BrP(Br)Br.O. The catalyst is C(Cl)Cl. The product is [Br:15][C:4]1[C:3]([CH2:1][CH3:2])=[CH:10][C:7]([C:8]#[N:9])=[C:6]([CH3:11])[N:5]=1. The yield is 0.940. (4) The reactants are [NH2:1][C:2]1[C:11]2[C:6](=[C:7](I)[C:8]([F:12])=[CH:9][CH:10]=2)[N:5]=[N:4][C:3]=1[C:14]([NH:16][CH:17]1[CH2:19][CH2:18]1)=[O:15].[CH3:20][O:21][C:22]1[N:27]=[C:26]([O:28][CH3:29])[C:25](B(O)O)=[CH:24][N:23]=1. No catalyst specified. The product is [NH2:1][C:2]1[C:11]2[C:6](=[C:7]([C:25]3[C:26]([O:28][CH3:29])=[N:27][C:22]([O:21][CH3:20])=[N:23][CH:24]=3)[C:8]([F:12])=[CH:9][CH:10]=2)[N:5]=[N:4][C:3]=1[C:14]([NH:16][CH:17]1[CH2:19][CH2:18]1)=[O:15]. The yield is 0.390. (5) The reactants are Br[C:2]1[CH:7]=[CH:6][C:5]([C:8]2[C:9]3[C:14]([C:15]([C:22]4[CH:27]=[CH:26][CH:25]=[CH:24][CH:23]=4)=[C:16]4[C:21]=2[CH:20]=[CH:19][CH:18]=[CH:17]4)=[CH:13][CH:12]=[CH:11][CH:10]=3)=[CH:4][CH:3]=1.[C:28]1([C:34]2[C:42]3[S:41][C:40]4[C:43]([C:47]5[CH:48]=[CH:49][C:50]6[NH:51][C:52]7[C:57]([C:58]=6[CH:59]=5)=[CH:56][CH:55]=[CH:54][CH:53]=7)=[CH:44][CH:45]=[CH:46][C:39]=4[C:38]=3[CH:37]=[CH:36][CH:35]=2)[CH:33]=[CH:32][CH:31]=[CH:30][CH:29]=1.CC(C)([O-])C.[Na+].C(P(C(C)(C)C)C(C)(C)C)(C)(C)C. The catalyst is C1C=CC(/C=C/C(/C=C/C2C=CC=CC=2)=O)=CC=1.C1C=CC(/C=C/C(/C=C/C2C=CC=CC=2)=O)=CC=1.[Pd].CCCCCC.C1(C)C=CC=CC=1. The product is [C:28]1([C:34]2[C:42]3[S:41][C:40]4[C:43]([C:47]5[CH:48]=[CH:49][C:50]6[N:51]([C:2]7[CH:3]=[CH:4][C:5]([C:8]8[C:21]9[C:16]([C:15]([C:22]%10[CH:27]=[CH:26][CH:25]=[CH:24][CH:23]=%10)=[C:14]%10[C:9]=8[CH:10]=[CH:11][CH:12]=[CH:13]%10)=[CH:17][CH:18]=[CH:19][CH:20]=9)=[CH:6][CH:7]=7)[C:52]7[C:57]([C:58]=6[CH:59]=5)=[CH:56][CH:55]=[CH:54][CH:53]=7)=[CH:44][CH:45]=[CH:46][C:39]=4[C:38]=3[CH:37]=[CH:36][CH:35]=2)[CH:29]=[CH:30][CH:31]=[CH:32][CH:33]=1. The yield is 0.800. (6) The catalyst is ClCCCl. The reactants are [C:1]([O:5][C:6](=[O:15])[NH:7][C@H:8]([CH:13]=O)[C@@H:9]([CH3:12])[CH2:10][CH3:11])([CH3:4])([CH3:3])[CH3:2].[Br:16][C:17]1[CH:18]=[C:19]2[C:24](=[CH:25][CH:26]=1)[CH:23]=[C:22]([NH2:27])[CH:21]=[CH:20]2.[BH-](OC(C)=O)(OC(C)=O)OC(C)=O.[Na+].O. The yield is 0.850. The product is [C:1]([O:5][C:6](=[O:15])[NH:7][C@H:8]([CH2:13][NH:27][C:22]1[CH:21]=[CH:20][C:19]2[C:24](=[CH:25][CH:26]=[C:17]([Br:16])[CH:18]=2)[CH:23]=1)[C@@H:9]([CH3:12])[CH2:10][CH3:11])([CH3:4])([CH3:3])[CH3:2]. (7) The reactants are [H-].[Na+].C1(C)C=CC=CC=1.[CH:10]1([OH:15])[CH2:14][CH2:13][CH2:12][CH2:11]1.Br[C:17]1[C:18]2[C:23]([CH:24]=[C:25]3[C:30]=1[CH:29]=[CH:28][CH:27]=[CH:26]3)=[CH:22][CH:21]=[CH:20][CH:19]=2. The catalyst is [Cl-].[Na+].O.C1C=CC(/C=C/C(/C=C/C2C=CC=CC=2)=O)=CC=1.C1C=CC(/C=C/C(/C=C/C2C=CC=CC=2)=O)=CC=1.C1C=CC(/C=C/C(/C=C/C2C=CC=CC=2)=O)=CC=1.[Pd].[Pd].CC1C=CC(P(C2C=CC3C(=CC=CC=3)C=2C2C3C(=CC=CC=3)C=CC=2P(C2C=CC(C)=CC=2)C2C=CC(C)=CC=2)C2C=CC(C)=CC=2)=CC=1.C(OCC)C. The product is [CH:10]1([O:15][C:17]2[C:30]3[C:25]([CH:24]=[C:23]4[C:18]=2[CH:19]=[CH:20][CH:21]=[CH:22]4)=[CH:26][CH:27]=[CH:28][CH:29]=3)[CH2:14][CH2:13][CH2:12][CH2:11]1. The yield is 0.680. (8) The reactants are [NH:1]1[C:5]2[CH:6]=[CH:7][CH:8]=[CH:9][C:4]=2[N:3]=[N:2]1.Br[CH2:11][C:12]1[CH:21]=[CH:20][C:15]([C:16]([O:18][CH3:19])=[O:17])=[CH:14][CH:13]=1.[H-].[Na+]. The catalyst is CN(C=O)C.[NH4+].[Cl-]. The product is [N:1]1([CH2:11][C:12]2[CH:21]=[CH:20][C:15]([C:16]([O:18][CH3:19])=[O:17])=[CH:14][CH:13]=2)[C:5]2[CH:6]=[CH:7][CH:8]=[CH:9][C:4]=2[N:3]=[N:2]1. The yield is 0.510. (9) The reactants are [C:1]([O:5][C:6]([N:8]1[C:16]2[C:11](=[CH:12][C:13]([NH2:17])=[CH:14][CH:15]=2)[CH2:10][CH2:9]1)=[O:7])([CH3:4])([CH3:3])[CH3:2].Br[CH2:19][CH2:20][CH2:21][CH2:22][C:23](Cl)=[O:24].CC(C)([O-])C.[K+]. The catalyst is C1COCC1. The product is [O:24]=[C:23]1[CH2:22][CH2:21][CH2:20][CH2:19][N:17]1[C:13]1[CH:12]=[C:11]2[C:16](=[CH:15][CH:14]=1)[N:8]([C:6]([O:5][C:1]([CH3:4])([CH3:2])[CH3:3])=[O:7])[CH2:9][CH2:10]2. The yield is 0.500.